Dataset: Reaction yield outcomes from USPTO patents with 853,638 reactions. Task: Predict the reaction yield, written as a fraction of the theoretical maximum amount of product (1.0 means a 100% yield; for example, 0.34 means a 34% yield). (1) The catalyst is C(Cl)Cl. The reactants are [NH:1]([CH2:5][C:6]1[CH2:12][C:11]2[CH:13]=[C:14]3[O:19][CH2:18][O:17][C:15]3=[CH:16][C:10]=2[C:9]([C:20]2[CH:25]=[CH:24][C:23]([N+:26]([O-:28])=[O:27])=[CH:22][CH:21]=2)=[N:8][N:7]=1)[C:2]([CH3:4])=O.P(Cl)(Cl)(Cl)=O. The product is [CH3:4][C:2]1[N:7]2[N:8]=[C:9]([C:20]3[CH:25]=[CH:24][C:23]([N+:26]([O-:28])=[O:27])=[CH:22][CH:21]=3)[C:10]3[CH:16]=[C:15]4[O:17][CH2:18][O:19][C:14]4=[CH:13][C:11]=3[CH2:12][C:6]2=[CH:5][N:1]=1. The yield is 0.840. (2) The reactants are [F:1][C:2]1[CH:10]=[CH:9][CH:8]=[C:7]2[C:3]=1[C:4]([CH:18]=O)=[CH:5][N:6]2[C:11]([O:13][C:14]([CH3:17])([CH3:16])[CH3:15])=[O:12].Cl.Cl.[NH:22]1[C:26]([C:27]([NH2:29])=[O:28])=[CH:25][N:24]=[CH:23]1.C([BH3-])#[N:31].[Na+]. The catalyst is CO. The product is [NH2:29][C:27]([C:26]1[NH:22][CH:23]=[N:24][C:25]=1[NH:31][CH2:18][C:4]1[C:3]2[C:7](=[CH:8][CH:9]=[CH:10][C:2]=2[F:1])[N:6]([C:11]([O:13][C:14]([CH3:15])([CH3:16])[CH3:17])=[O:12])[CH:5]=1)=[O:28]. The yield is 0.150.